This data is from Full USPTO retrosynthesis dataset with 1.9M reactions from patents (1976-2016). The task is: Predict the reactants needed to synthesize the given product. Given the product [CH3:11][C:2]1[O:1][C:13](=[O:12])[NH:14][C:3]=1[C:5]1[CH:10]=[CH:9][CH:8]=[CH:7][CH:6]=1, predict the reactants needed to synthesize it. The reactants are: [OH:1][CH:2]([CH3:11])[C:3]([C:5]1[CH:10]=[CH:9][CH:8]=[CH:7][CH:6]=1)=O.[O-:12][C:13]#[N:14].[K+].C(O)(=O)C.O.